Dataset: Forward reaction prediction with 1.9M reactions from USPTO patents (1976-2016). Task: Predict the product of the given reaction. (1) Given the reactants [CH2:1]([C:3]1[CH:8]=[CH:7][N:6]=[C:5]([NH2:9])[CH:4]=1)[CH3:2].C([O-])(=O)C.[NH4+].C1C(=O)N([Br:22])C(=O)C1, predict the reaction product. The product is: [Br:22][C:8]1[C:3]([CH2:1][CH3:2])=[CH:4][C:5]([NH2:9])=[N:6][CH:7]=1. (2) Given the reactants [H-].[Na+].[CH3:3][C:4]1([CH3:33])[CH2:7][C:6]([C:14]2[CH:19]=[C:18]([O:20][CH2:21][C:22]3[CH:31]=[CH:30][C:29]4[C:24](=[CH:25][CH:26]=[CH:27][CH:28]=4)[N:23]=3)[CH:17]=[CH:16][C:15]=2[OH:32])([C:8]2[CH:13]=[CH:12][CH:11]=[CH:10][CH:9]=2)[CH2:5]1.[F:34][C:35]([F:55])([F:54])[S:36](N(C1C=CC(Cl)=CN=1)[S:36]([C:35]([F:55])([F:54])[F:34])(=[O:38])=[O:37])(=[O:38])=[O:37].O, predict the reaction product. The product is: [F:34][C:35]([F:55])([F:54])[S:36]([O:32][C:15]1[CH:16]=[CH:17][C:18]([O:20][CH2:21][C:22]2[CH:31]=[CH:30][C:29]3[C:24](=[CH:25][CH:26]=[CH:27][CH:28]=3)[N:23]=2)=[CH:19][C:14]=1[C:6]1([C:8]2[CH:9]=[CH:10][CH:11]=[CH:12][CH:13]=2)[CH2:7][C:4]([CH3:33])([CH3:3])[CH2:5]1)(=[O:38])=[O:37]. (3) Given the reactants [CH3:1][C:2]1[N:3]=[C:4]([NH:12][C:13](=[O:15])[CH3:14])[S:5][C:6]=1[C:7]1[CH:8]=[N:9][NH:10][CH:11]=1.C(N1C=C(C2SC(NC(=O)C)=NC=2C)C=N1)C1C=CC=CC=1.C(N(CC)C(C)C)(C)C.Cl[S:48]([C:51]1[CH:52]=[C:53]([CH:57]=[CH:58][CH:59]=1)[C:54]([OH:56])=[O:55])(=[O:50])=[O:49].Cl.CO, predict the reaction product. The product is: [C:13]([NH:12][C:4]1[S:5][C:6]([C:7]2[CH:11]=[N:10][N:9]([S:48]([C:51]3[CH:52]=[C:53]([CH:57]=[CH:58][CH:59]=3)[C:54]([OH:56])=[O:55])(=[O:50])=[O:49])[CH:8]=2)=[C:2]([CH3:1])[N:3]=1)(=[O:15])[CH3:14]. (4) Given the reactants [CH2:1]([O:8][C:9]1[C:10]([C:25]([O:27][CH3:28])=[O:26])=[N:11][C:12]([C:15]2[CH:24]=[C:23]3[C:18]([CH2:19][CH2:20][CH2:21][NH:22]3)=[CH:17][CH:16]=2)=[CH:13][CH:14]=1)[C:2]1[CH:7]=[CH:6][CH:5]=[CH:4][CH:3]=1.[C:29](O[C:29]([O:31][C:32]([CH3:35])([CH3:34])[CH3:33])=[O:30])([O:31][C:32]([CH3:35])([CH3:34])[CH3:33])=[O:30], predict the reaction product. The product is: [CH2:1]([O:8][C:9]1[CH:14]=[CH:13][C:12]([C:15]2[CH:24]=[C:23]3[C:18]([CH2:19][CH2:20][CH2:21][N:22]3[C:29]([O:31][C:32]([CH3:35])([CH3:34])[CH3:33])=[O:30])=[CH:17][CH:16]=2)=[N:11][C:10]=1[C:25]([O:27][CH3:28])=[O:26])[C:2]1[CH:7]=[CH:6][CH:5]=[CH:4][CH:3]=1. (5) Given the reactants [C:1]([CH2:3][CH2:4][NH:5][C:6](=O)[CH2:7][O:8][C:9]([CH3:15])([CH3:14])[C:10]([O:12][CH3:13])=[O:11])#[N:2].[N-:17]=[N+:18]=[N-:19].[Na+].FC(F)(F)S(OS(C(F)(F)F)(=O)=O)(=O)=O.C(=O)(O)[O-].[Na+], predict the reaction product. The product is: [C:1]([CH2:3][CH2:4][N:5]1[C:6]([CH2:7][O:8][C:9]([CH3:15])([CH3:14])[C:10]([O:12][CH3:13])=[O:11])=[N:19][N:18]=[N:17]1)#[N:2]. (6) The product is: [CH:20]([C:23]1[CH:24]=[C:25]([NH:29][C:11](=[O:13])/[CH:10]=[CH:9]/[C:5]2[CH:6]=[CH:7][CH:8]=[C:3]([O:2][CH3:1])[CH:4]=2)[CH:26]=[CH:27][CH:28]=1)([CH3:22])[CH3:21]. Given the reactants [CH3:1][O:2][C:3]1[CH:4]=[C:5](/[CH:9]=[CH:10]/[C:11]([OH:13])=O)[CH:6]=[CH:7][CH:8]=1.C(Cl)(=O)C(Cl)=O.[CH:20]([C:23]1[CH:24]=[C:25]([NH2:29])[CH:26]=[CH:27][CH:28]=1)([CH3:22])[CH3:21], predict the reaction product. (7) Given the reactants [C:1]([C:4](=[C:8]([C:16]1[CH:21]=[CH:20][C:19]([Cl:22])=[CH:18][CH:17]=1)[C:9]1[CH:14]=[CH:13][C:12]([Cl:15])=[CH:11][CH:10]=1)C(O)=O)(=[O:3])[NH2:2].[Cl-].[Li+].O.C(OCC)(=O)C, predict the reaction product. The product is: [Cl:15][C:12]1[CH:11]=[CH:10][C:9]([CH:8]([C:16]2[CH:17]=[CH:18][C:19]([Cl:22])=[CH:20][CH:21]=2)[CH2:4][C:1]([NH2:2])=[O:3])=[CH:14][CH:13]=1.[Cl:15][C:12]1[CH:13]=[CH:14][C:9]([CH:8]([C:16]2[CH:17]=[CH:18][C:19]([Cl:22])=[CH:20][CH:21]=2)[CH2:4][C:1]#[N:2])=[CH:10][CH:11]=1.